From a dataset of Forward reaction prediction with 1.9M reactions from USPTO patents (1976-2016). Predict the product of the given reaction. (1) Given the reactants [N+:1]([C:4]1[C:13]2[C:8](=[CH:9][CH:10]=[CH:11][CH:12]=2)[C:7]([N:14]2[CH2:19][CH2:18][CH2:17][CH2:16][NH:15]2)=[CH:6][CH:5]=1)([O-:3])=[O:2].[CH3:20][C:21]1[CH:26]=[CH:25][C:24]([CH2:27][C:28](O)=[O:29])=[CH:23][CH:22]=1.N=C=N, predict the reaction product. The product is: [CH3:20][C:21]1[CH:26]=[CH:25][C:24]([CH2:27][C:28]([N:15]2[CH2:16][CH2:17][CH2:18][CH2:19][N:14]2[C:7]2[C:8]3[C:13](=[CH:12][CH:11]=[CH:10][CH:9]=3)[C:4]([N+:1]([O-:3])=[O:2])=[CH:5][CH:6]=2)=[O:29])=[CH:23][CH:22]=1. (2) Given the reactants Cl.Cl.[O:3]1[C:8]2=[CH:9][CH:10]=[CH:11][C:7]2=[CH:6][C:5]([CH:12]2[CH2:17][CH2:16][CH2:15][CH2:14][N:13]2[CH2:18][CH2:19][C@H:20]2[CH2:25][CH2:24][C@H:23]([NH2:26])[CH2:22][CH2:21]2)=[CH:4]1.[N:27]1[C:36]2[C:31](=[CH:32][CH:33]=[CH:34][CH:35]=2)[C:30]([C:37](O)=[O:38])=[CH:29][CH:28]=1, predict the reaction product. The product is: [O:3]1[C:8]2=[CH:9][CH:10]=[CH:11][C:7]2=[CH:6][C:5]([CH:12]2[CH2:17][CH2:16][CH2:15][CH2:14][N:13]2[CH2:18][CH2:19][C@H:20]2[CH2:21][CH2:22][C@H:23]([NH:26][C:37]([C:30]3[C:31]4[C:36](=[CH:35][CH:34]=[CH:33][CH:32]=4)[N:27]=[CH:28][CH:29]=3)=[O:38])[CH2:24][CH2:25]2)=[CH:4]1. (3) Given the reactants O=[C:2]([C:6]1[CH:11]=[CH:10][CH:9]=[CH:8][N:7]=1)[CH2:3][C:4]#[N:5].C(N(CC)CC)C.[CH:19]1[CH:24]=[CH:23][C:22]([CH2:25][CH2:26][NH:27][NH2:28])=[CH:21][CH:20]=1.OS(O)(=O)=O.C(Cl)Cl.CO, predict the reaction product. The product is: [CH2:26]([N:27]1[C:4]([NH2:5])=[CH:3][C:2]([C:6]2[CH:11]=[CH:10][CH:9]=[CH:8][N:7]=2)=[N:28]1)[CH2:25][C:22]1[CH:23]=[CH:24][CH:19]=[CH:20][CH:21]=1. (4) The product is: [CH3:18][O:17][C:14]1[CH:15]=[CH:16][C:11]([S:8]([C:7]2[C:2]([NH:23][C:22]3[C:24]([CH3:29])=[CH:25][C:26]([CH3:28])=[CH:27][C:21]=3[CH3:20])=[N:3][C:4]([CH3:19])=[CH:5][CH:6]=2)(=[O:10])=[O:9])=[CH:12][CH:13]=1. Given the reactants Cl[C:2]1[C:7]([S:8]([C:11]2[CH:16]=[CH:15][C:14]([O:17][CH3:18])=[CH:13][CH:12]=2)(=[O:10])=[O:9])=[CH:6][CH:5]=[C:4]([CH3:19])[N:3]=1.[CH3:20][C:21]1[CH:27]=[C:26]([CH3:28])[CH:25]=[C:24]([CH3:29])[C:22]=1[NH2:23], predict the reaction product. (5) Given the reactants [CH2:1]([O:8][C@H:9]1[C@H:14]([O:15][CH2:16][C:17]2[CH:22]=[CH:21][CH:20]=[CH:19][CH:18]=2)[C@@H:13]([O:23][CH2:24][C:25]2[CH:30]=[CH:29][CH:28]=[CH:27][CH:26]=2)[C@@:12]([C:33]2[CH:38]=[CH:37][C:36]([Cl:39])=[C:35]([CH2:40][C:41]3[CH:46]=[CH:45][C:44]([O:47][C:48]([F:51])([F:50])[F:49])=[CH:43][CH:42]=3)[CH:34]=2)([O:31][CH3:32])[O:11][C@@H:10]1[CH:52]=[O:53])[C:2]1[CH:7]=[CH:6][CH:5]=[CH:4][CH:3]=1.C=O.N12CCCN=C1CCCCC2.[C:67](OCC)(=[O:69])C, predict the reaction product. The product is: [CH2:1]([O:8][C@H:9]1[C@H:14]([O:15][CH2:16][C:17]2[CH:22]=[CH:21][CH:20]=[CH:19][CH:18]=2)[C@@H:13]([O:23][CH2:24][C:25]2[CH:30]=[CH:29][CH:28]=[CH:27][CH:26]=2)[C@@:12]([C:33]2[CH:38]=[CH:37][C:36]([Cl:39])=[C:35]([CH2:40][C:41]3[CH:42]=[CH:43][C:44]([O:47][C:48]([F:50])([F:51])[F:49])=[CH:45][CH:46]=3)[CH:34]=2)([O:31][CH3:32])[O:11][C@@:10]1([CH2:67][OH:69])[CH:52]=[O:53])[C:2]1[CH:3]=[CH:4][CH:5]=[CH:6][CH:7]=1.